This data is from Reaction yield outcomes from USPTO patents with 853,638 reactions. The task is: Predict the reaction yield, written as a fraction of the theoretical maximum amount of product (1.0 means a 100% yield; for example, 0.34 means a 34% yield). (1) The reactants are [CH3:1][N:2]([CH3:26])[CH:3]=[N:4][S:5]([C:8]1[CH:13]=[CH:12][C:11]([C:14](=O)[CH:15]([CH3:24])[C:16]([N:18]2[CH2:23][CH2:22][O:21][CH2:20][CH2:19]2)=[S:17])=[CH:10][CH:9]=1)(=[O:7])=[O:6].C(=O)([O-])[O-].[K+].[K+].I[CH2:34][C:35]([O:37][CH2:38][CH3:39])=[O:36]. The catalyst is CC(C)=O. The product is [CH2:38]([O:37][C:35]([C:34]1[S:17][C:16]([N:18]2[CH2:23][CH2:22][O:21][CH2:20][CH2:19]2)=[C:15]([CH3:24])[C:14]=1[C:11]1[CH:12]=[CH:13][C:8]([S:5](=[O:7])(=[O:6])[N:4]=[CH:3][N:2]([CH3:26])[CH3:1])=[CH:9][CH:10]=1)=[O:36])[CH3:39]. The yield is 0.430. (2) The reactants are [Cl:1][C:2]1[N:7]=[C:6]([CH:8]=[O:9])[C:5]([O:10][CH3:11])=[C:4]([Cl:12])[N:3]=1.[C:13](=O)(O)[O-:14].[Na+].BrBr.[Na+].[Cl-]. The catalyst is CO.O.C(OCC)(=O)C. The product is [Cl:1][C:2]1[N:7]=[C:6]([C:8]([O:14][CH3:13])=[O:9])[C:5]([O:10][CH3:11])=[C:4]([Cl:12])[N:3]=1. The yield is 0.450. (3) The reactants are [NH2:1][C:2]1[N:3]=[C:4]2[CH:9]=[CH:8][C:7]([O:10][C:11]3[CH:12]=[C:13]([NH:17][C:18]([C:20]4[C:25]([CH3:26])=[CH:24][CH:23]=[CH:22][N:21]=4)=[O:19])[CH:14]=[CH:15][CH:16]=3)=[CH:6][N:5]2[CH:27]=1.[C:28](Cl)(=[O:31])[CH2:29][CH3:30].CO.C(=O)([O-])[O-].[Na+].[Na+]. The catalyst is CN(C)C(=O)C.O1CCCC1. The product is [CH3:26][C:25]1[C:20]([C:18]([NH:17][C:13]2[CH:14]=[CH:15][CH:16]=[C:11]([O:10][C:7]3[CH:8]=[CH:9][C:4]4[N:5]([CH:27]=[C:2]([NH:1][C:28](=[O:31])[CH2:29][CH3:30])[N:3]=4)[CH:6]=3)[CH:12]=2)=[O:19])=[N:21][CH:22]=[CH:23][CH:24]=1. The yield is 0.410. (4) The product is [I:10][C:9]1[CH:8]=[CH:7][CH:6]=[C:5]2[C:4]=1[C:3](=[O:13])[N:23]([CH2:22][C:21]1[CH:24]=[CH:25][CH:26]=[C:19]([O:18][C:17]3[CH:27]=[CH:28][CH:29]=[CH:30][C:16]=3[O:15][CH3:14])[CH:20]=1)[CH2:11]2. The reactants are CO[C:3](=[O:13])[C:4]1[C:9]([I:10])=[CH:8][CH:7]=[CH:6][C:5]=1[CH2:11]Br.[CH3:14][O:15][C:16]1[CH:30]=[CH:29][CH:28]=[CH:27][C:17]=1[O:18][C:19]1[CH:20]=[C:21]([CH:24]=[CH:25][CH:26]=1)[CH2:22][NH2:23].C([O-])([O-])=O.[K+].[K+].C(OCC)(=O)C. The yield is 0.240. The catalyst is C1(C)C=CC=CC=1.CCCCCC. (5) The reactants are [C:1](Cl)(=[O:10])[C:2]1[CH:7]=[CH:6][CH:5]=[C:4]([O:8][CH3:9])[CH:3]=1.[NH2:12][C@@H:13]([CH2:17][CH2:18][CH:19]1[CH2:24][CH2:23][CH2:22][CH2:21][CH2:20]1)[C:14]([OH:16])=O.[CH2:25]([CH2:27][NH2:28])O.[CH3:29][O:30][C:31]1[CH:39]=[CH:38][CH:37]=[C:36]2[C:32]=1[CH2:33][CH2:34][NH:35]2. No catalyst specified. The product is [CH:19]1([CH2:18][CH2:17][C@H:13]([NH:12][C:1](=[O:10])[C:2]2[CH:7]=[CH:6][CH:5]=[C:4]([O:8][CH3:9])[CH:3]=2)[C:14](=[O:16])[NH:28][CH2:27][CH2:25][N:35]2[C:36]3[C:32](=[C:31]([O:30][CH3:29])[CH:39]=[CH:38][CH:37]=3)[CH2:33][CH2:34]2)[CH2:24][CH2:23][CH2:22][CH2:21][CH2:20]1. The yield is 0.300. (6) The product is [N:15]1[CH:20]=[CH:19][CH:18]=[CH:17][C:16]=1[O:21][C:22]1[CH:23]=[CH:24][C:25]([CH2:11][C:10]2[CH:2]=[C:1]([C:3]3[C:4]([NH2:9])=[N:5][CH:6]=[CH:7][CH:8]=3)[O:13][N:12]=2)=[CH:26][CH:27]=1. The catalyst is O1CCCC1. The yield is 0.300. The reactants are [C:1]([C:3]1[C:4]([NH2:9])=[N:5][CH:6]=[CH:7][CH:8]=1)#[CH:2].[C:10](Cl)(=[N:12][OH:13])[CH3:11].[N:15]1[CH:20]=[CH:19][CH:18]=[CH:17][C:16]=1[O:21][C:22]1[CH:27]=[CH:26][CH:25]=[CH:24][CH:23]=1.C(N(CC)CC)C. (7) The reactants are [N+:1]([C:4]1[CH:5]=[C:6]2[C:11](=[CH:12][CH:13]=1)[NH:10][C:9](=O)[CH2:8][CH2:7]2)([O-:3])=[O:2].[Cl:15]C1C(=O)C(C#N)=C(C#N)C(=O)C=1Cl.P(Cl)(Cl)(Cl)=O. The catalyst is C1(C)C=CC=CC=1. The product is [Cl:15][C:9]1[CH:8]=[CH:7][C:6]2[C:11](=[CH:12][CH:13]=[C:4]([N+:1]([O-:3])=[O:2])[CH:5]=2)[N:10]=1. The yield is 0.340. (8) The reactants are [NH2:1][C:2]1[N:3]=[CH:4][C:5]([C:18]2[CH:46]=[CH:45][C:21]([C:22]([NH:24][CH:25]3[CH2:30][CH2:29][N:28](C(OC(C)(C)C)=O)[C@@H:27]([C:38]([O:40][C:41]([CH3:44])([CH3:43])[CH3:42])=[O:39])[CH2:26]3)=[O:23])=[CH:20][CH:19]=2)=[N:6][C:7]=1[NH:8][CH2:9][C:10]1[C:15]([Cl:16])=[CH:14][CH:13]=[CH:12][C:11]=1[Cl:17].Cl.[OH-].[Na+]. The catalyst is O1CCOCC1. The product is [NH2:1][C:2]1[N:3]=[CH:4][C:5]([C:18]2[CH:46]=[CH:45][C:21]([C:22]([NH:24][CH:25]3[CH2:30][CH2:29][NH:28][C@@H:27]([C:38]([O:40][C:41]([CH3:42])([CH3:43])[CH3:44])=[O:39])[CH2:26]3)=[O:23])=[CH:20][CH:19]=2)=[N:6][C:7]=1[NH:8][CH2:9][C:10]1[C:11]([Cl:17])=[CH:12][CH:13]=[CH:14][C:15]=1[Cl:16]. The yield is 0.380. (9) The yield is 0.940. The product is [NH2:25][C:22]1[CH:23]=[C:24]2[C:19](=[CH:20][CH:21]=1)[NH:18][CH:17]=[C:16]2[C:13]1[CH2:14][CH2:15][CH:10]([N:2]([CH3:1])[C:3](=[O:9])[O:4][C:5]([CH3:6])([CH3:7])[CH3:8])[CH2:11][CH:12]=1. The reactants are [CH3:1][N:2]([CH:10]1[CH2:15][CH2:14][C:13]([C:16]2[C:24]3[C:19](=[CH:20][CH:21]=[C:22]([N+:25]([O-])=O)[CH:23]=3)[NH:18][CH:17]=2)=[CH:12][CH2:11]1)[C:3](=[O:9])[O:4][C:5]([CH3:8])([CH3:7])[CH3:6].O.NN. The catalyst is CO.[Ni]. (10) The reactants are [CH2:1]([O:8][C:9]1[CH:16]=[CH:15][C:12]([CH2:13]Br)=[C:11]([F:17])[CH:10]=1)[C:2]1[CH:7]=[CH:6][CH:5]=[CH:4][CH:3]=1.[C-]#N.[Na+].[OH-:21].[K+].[CH2:23]([OH:25])C. The catalyst is O. The product is [CH2:1]([O:8][C:9]1[CH:16]=[CH:15][C:12]([CH2:13][C:23]([OH:25])=[O:21])=[C:11]([F:17])[CH:10]=1)[C:2]1[CH:7]=[CH:6][CH:5]=[CH:4][CH:3]=1. The yield is 0.810.